From a dataset of Full USPTO retrosynthesis dataset with 1.9M reactions from patents (1976-2016). Predict the reactants needed to synthesize the given product. Given the product [CH3:1][S:3][C:4]1[CH:9]=[CH:8][C:7]([C:10]2[CH:15]=[C:14]([C:16]([F:18])([F:19])[F:17])[CH:13]=[CH:12][C:11]=2[CH2:20][CH2:21][C:22]([O:24][CH3:25])=[O:23])=[CH:6][C:5]=1[C:43]([F:46])([F:45])[F:44], predict the reactants needed to synthesize it. The reactants are: [CH2:1]([S:3][C:4]1[CH:9]=[CH:8][C:7]([C:10]2[CH:15]=[C:14]([C:16]([F:19])([F:18])[F:17])[CH:13]=[CH:12][C:11]=2[CH2:20][CH2:21][C:22]([O:24][CH3:25])=[O:23])=[C:6](C)[CH:5]=1)C.CC1(C)C(C)(C)OB(C2C=CC(SC)=C([C:43]([F:46])([F:45])[F:44])C=2)O1.